This data is from Tox21: 12 toxicity assays (nuclear receptors and stress response pathways). The task is: Binary classification across 12 toxicity assays. (1) The drug is CCCN(CCC)c1c([N+](=O)[O-])cc(C(C)C)cc1[N+](=O)[O-]. It tested positive (active) for: SR-MMP (Mitochondrial Membrane Potential disruption). (2) The compound is CC1=NN(c2ccccc2)C(=O)C1. It tested positive (active) for: NR-AhR (Aryl hydrocarbon Receptor agonist activity), and SR-MMP (Mitochondrial Membrane Potential disruption). (3) The compound is O=c1c2ccccc2[se]n1-c1ccccc1. It tested positive (active) for: SR-MMP (Mitochondrial Membrane Potential disruption). (4) The molecule is CCCCCCc1ccc(N)cc1. It tested positive (active) for: NR-ER (Estrogen Receptor agonist activity). (5) The drug is CCOc1cc(Oc2ccc(C(F)(F)F)cc2Cl)ccc1[N+](=O)[O-]. It tested positive (active) for: SR-ARE (Antioxidant Response Element (oxidative stress)). (6) The drug is CCCC(=O)CC. It tested positive (active) for: NR-ER (Estrogen Receptor agonist activity). (7) The compound is Cc1cc(C)nc(Nc2ccccc2)n1. It tested positive (active) for: NR-AhR (Aryl hydrocarbon Receptor agonist activity).